This data is from Forward reaction prediction with 1.9M reactions from USPTO patents (1976-2016). The task is: Predict the product of the given reaction. (1) Given the reactants Br[C:2]1[C:11]2[C:6](=[CH:7][CH:8]=[C:9]3[O:15][CH2:14][CH2:13][O:12][C:10]3=2)[N:5]=[CH:4][C:3]=1[Cl:16].C(=O)([O-])[O-].[K+].[K+].[CH:23](B)=[CH2:24], predict the reaction product. The product is: [Cl:16][C:3]1[CH:4]=[N:5][C:6]2[C:11]([C:2]=1[CH:23]=[CH2:24])=[C:10]1[O:12][CH2:13][CH2:14][O:15][C:9]1=[CH:8][CH:7]=2. (2) Given the reactants [F:1][C:2]([F:18])([F:17])[C:3]([C:9]1[CH:14]=[CH:13][C:12]([NH:15][CH3:16])=[CH:11][CH:10]=1)([OH:8])[C:4]([F:7])([F:6])[F:5].[C:19]([O:23][CH2:24][CH3:25])(=[O:22])[CH:20]=[CH2:21].C(O)(=O)C, predict the reaction product. The product is: [OH2:8].[C:3]([OH:8])([C:4]([F:7])([F:6])[F:5])=[O:22].[CH3:16][N:15]([C:12]1[CH:13]=[CH:14][C:9]([C:3]([OH:8])([C:4]([F:6])([F:5])[F:7])[C:2]([F:17])([F:18])[F:1])=[CH:10][CH:11]=1)[CH2:21][CH2:20][C:19]([O:23][CH2:24][CH3:25])=[O:22]. (3) Given the reactants CO.[F:3][S:4]([CH2:7][CH2:8]Cl)(=[O:6])=[O:5].C1COCC1.[OH:15][CH2:16][CH2:17][O:18][Na], predict the reaction product. The product is: [F:3][S:4]([CH2:7][CH2:8][O:15][CH2:16][CH2:17][OH:18])(=[O:6])=[O:5]. (4) Given the reactants C(=O)([O-])[O-].[Cs+].[Cs+].[C:7]1([C:13]2[CH:18]=[CH:17][N:16]=[C:15]([OH:19])[CH:14]=2)[CH:12]=[CH:11][CH:10]=[CH:9][CH:8]=1.Br[CH2:21][CH2:22][C:23]([CH2:33][CH3:34])([S:29]([CH3:32])(=[O:31])=[O:30])[C:24]([O:26][CH2:27][CH3:28])=[O:25], predict the reaction product. The product is: [CH2:22]([C:23]([S:29]([CH3:32])(=[O:30])=[O:31])([CH2:33][CH2:34][N:16]1[CH:17]=[CH:18][C:13]([C:7]2[CH:8]=[CH:9][CH:10]=[CH:11][CH:12]=2)=[CH:14][C:15]1=[O:19])[C:24]([O:26][CH2:27][CH3:28])=[O:25])[CH3:21]. (5) Given the reactants [CH3:1][S:2]([C:5]1[CH:10]=[CH:9][C:8]([C:11]2[C:12]3[N:13]([N:17]=[C:18]([NH2:20])[N:19]=3)[CH:14]=[CH:15][CH:16]=2)=[CH:7][CH:6]=1)(=[O:4])=[O:3].Br[C:22]1[CH:23]=[C:24]([CH:34]=[CH:35][CH:36]=1)[CH2:25][N:26]1[CH2:31][CH2:30][S:29](=[O:33])(=[O:32])[CH2:28][CH2:27]1.C1(P(C2CCCCC2)C2C=CC=CC=2C2C=CC=CC=2P(C2CCCCC2)C2CCCCC2)CCCCC1, predict the reaction product. The product is: [O:33]=[S:29]1(=[O:32])[CH2:30][CH2:31][N:26]([CH2:25][C:24]2[CH:23]=[C:22]([NH:20][C:18]3[N:19]=[C:12]4[C:11]([C:8]5[CH:9]=[CH:10][C:5]([S:2]([CH3:1])(=[O:3])=[O:4])=[CH:6][CH:7]=5)=[CH:16][CH:15]=[CH:14][N:13]4[N:17]=3)[CH:36]=[CH:35][CH:34]=2)[CH2:27][CH2:28]1. (6) Given the reactants [CH3:1][O:2][C:3](=[O:23])[CH2:4][CH2:5][C:6]1[CH:11]=[CH:10][C:9]([O:12][C:13]2[CH:18]=[C:17]([C:19]#[N:20])[CH:16]=[C:15]([Cl:21])[CH:14]=2)=[CH:8][C:7]=1[CH3:22].[H][H], predict the reaction product. The product is: [CH3:1][O:2][C:3](=[O:23])[CH2:4][CH2:5][C:6]1[CH:11]=[CH:10][C:9]([O:12][C:13]2[CH:14]=[C:15]([Cl:21])[CH:16]=[C:17]([CH2:19][NH2:20])[CH:18]=2)=[CH:8][C:7]=1[CH3:22].